From a dataset of Reaction yield outcomes from USPTO patents with 853,638 reactions. Predict the reaction yield, written as a fraction of the theoretical maximum amount of product (1.0 means a 100% yield; for example, 0.34 means a 34% yield). (1) The reactants are [Br:1][C:2]1[CH:3]=[C:4]2[C:9](=[CH:10][CH:11]=1)[N:8]=[CH:7][C:6]([C:12](=[O:14])[CH3:13])=[C:5]2Cl.[CH3:16][N:17]([CH3:27])[CH2:18][CH2:19][C:20]1[CH:21]=[C:22]([CH:24]=[CH:25][CH:26]=1)[NH2:23]. No catalyst specified. The product is [Br:1][C:2]1[CH:3]=[C:4]2[C:9](=[CH:10][CH:11]=1)[N:8]=[CH:7][C:6]([C:12](=[O:14])[CH3:13])=[C:5]2[NH:23][C:22]1[CH:24]=[CH:25][CH:26]=[C:20]([CH2:19][CH2:18][N:17]([CH3:16])[CH3:27])[CH:21]=1. The yield is 0.500. (2) The reactants are [CH3:1][O:2][C:3]1[CH:8]=[CH:7][C:6]([C:9]2[S:13][C:12]([NH:14][C:15]([NH:17]C(=O)C(Cl)(Cl)Cl)=[O:16])=[C:11]([C:24]([O:26]C)=O)[CH:10]=2)=[CH:5][CH:4]=1.C[Al](C)C.[C:32]([O:36][C:37]([N:39]1[CH2:45][CH2:44][CH2:43][CH2:42][C@H:41]([NH2:46])[CH2:40]1)=[O:38])([CH3:35])([CH3:34])[CH3:33].[C@H](O)(C([O-])=O)[C@@H](O)C([O-])=O.[Na+].[K+]. The catalyst is C1COCC1.CCOC(C)=O.O. The product is [NH2:17][C:15]([NH:14][C:12]1[S:13][C:9]([C:6]2[CH:5]=[CH:4][C:3]([O:2][CH3:1])=[CH:8][CH:7]=2)=[CH:10][C:11]=1[C:24]([NH:46][C@H:41]1[CH2:42][CH2:43][CH2:44][CH2:45][N:39]([C:37]([O:36][C:32]([CH3:35])([CH3:34])[CH3:33])=[O:38])[CH2:40]1)=[O:26])=[O:16]. The yield is 0.620.